Dataset: Experimentally validated miRNA-target interactions with 360,000+ pairs, plus equal number of negative samples. Task: Binary Classification. Given a miRNA mature sequence and a target amino acid sequence, predict their likelihood of interaction. (1) The miRNA is hsa-miR-5703 with sequence AGGAGAAGUCGGGAAGGU. The protein sequence of the target gene is MRLSWFRVLTVLSICLSAVATATGAEGKRKLQIGVKKRVDHCPIKSRKGDVLHMHYTGKLEDGTEFDSSLPQNQPFVFSLGTGQVIKGWDQGLLGMCEGEKRKLVIPSELGYGERGAPPKIPGGATLVFEVELLKIERRTEL. Result: 0 (no interaction). (2) The miRNA is hsa-miR-4693-5p with sequence AUACUGUGAAUUUCACUGUCACA. The protein sequence of the target gene is MVDTESPICPLSPLEADDLESPLSEEFLQEMGNIQEISQSIGEESSGSFGFADYQYLGSCPGSEGSVITDTLSPASSPSSVSCPVIPASTDESPGSALNIECRICGDKASGYHYGVHACEGCKGFFRRTIRLKLVYDKCDRSCKIQKKNRNKCQYCRFHKCLSVGMSHNAIRFGRMPRSEKAKLKAEILTCEHDLKDSETADLKSLGKRIHEAYLKNFNMNKVKARVILAGKTSNNPPFVIHDMETLCMAEKTLVAKMVANGVEDKEAEVRFFHCCQCMSVETVTELTEFAKAIPGFANL.... Result: 0 (no interaction). (3) The miRNA is hsa-miR-206 with sequence UGGAAUGUAAGGAAGUGUGUGG. The protein sequence of the target gene is MANLDKYTETFKMGSNSTSTAEIYCNVTNVKFQYSLYATTYILIFIPGLLANSAALWVLCRFISKKNKAIIFMINLSVADLAHVLSLPLRIYYYISHHWPFQRALCLLCFYLKYLNMYASICFLTCISLQRCFFLLKPFRARDWKRRYDVGISAAIWIVVGTACLPFPILRSTDLNNNKSCFADLGYKQMNAVALVGMITVAELAGFVIPVIIIAWCTWKTTISLRQPPMAFQGISERQKALRMVFMCAAVFFICFTPYHINFIFYTMVKETIISSCPVVRIALYFHPFCLCLASLCCLL.... Result: 0 (no interaction). (4) The miRNA is hsa-miR-30c-2-3p with sequence CUGGGAGAAGGCUGUUUACUCU. The protein sequence of the target gene is MVVTRSARAKASIQAASAESSGQKSFAANGIQAHPESSTGSDARTTAESQTTGKQSLIPRTPKARKRKSRTTGSLPKGTEPSTDGETSEAESNYSVSEHHDTILRVTRRRQILIACSPVSSVRKKPKVTPTKESYTEEIVSEAESHVSGISRIVLPTEKTTGARRSKAKSLTDPSQESHTEAISDAETSSSDISFSGIATRRTRSMQRKLKAQTEKKDSKIVPGNEKQIVGTPVNSEDSDTRQTSHLQARSLSEINKPNFYNNDFDDDFSHRSSENILTVHEQANVESLKETKQNCKDLD.... Result: 1 (interaction). (5) The miRNA is hsa-miR-516b-3p with sequence UGCUUCCUUUCAGAGGGU. The protein sequence of the target gene is MCGDCVEKEYPNRGTTCLENGSFLLNFAGCAVCSKRDFMLITNRSLKEEDGEEIVTYDHLCKNCHHVVARHEYTFSIMDEFQEYTMLCLLCGKAEDTISILPDDPRQMTLLF. Result: 0 (no interaction). (6) The protein sequence of the target gene is MAENHAQNKAKLISETRRRFEAEYVTDKSDKYDARDVERLQQDDNWVESYLSWRHNIVDETLKMLDESFQWRKEISVNDLNESSIPRWLLEIGVIYLHGYDKEGNKLFWIRVKYHVKDQKTILDKKKLIAFWLERYAKRENGKPVTVMFDLSETGINSIDMDFVRFIINCFKVYYPKYLSKIVIFDMPWLMNAAFKIVKTWLGPEAVSLLKFTSKNEVQDYVSVEYLPPHMGGTDPFKYSYPPLVDDDFQTPLCENGPITSEDETSSKEDIESDGKETLETISNEEQTPLLKKINPTEST.... The miRNA is hsa-miR-4772-3p with sequence CCUGCAACUUUGCCUGAUCAGA. Result: 0 (no interaction). (7) Result: 0 (no interaction). The protein sequence of the target gene is MKAQGETEDSERLSKMSSLLERLHAKFNQNRPWSETIKLVRQVMEKRVVMSSGGHQHLVSCLETLQKALKVTSLPAMTDRLESIARQNGLGSHLSASGTECYITSDMFYVEVQLDPAGQLCDVKVAHHGENPVSCPELVQQLREKNFEEFSKHLKGLVNLYNLPGDNKLKTKMYLALQSLEQDLSKMAIMYWKATNAAPLDKILHGSVGYLTPRSGGHLMNMKYYASPSDLLDDKTASPIILHEKNVPRSLGMNASVTIEGTSAMYKLPIAPLIMGSHPADNKWTPSFSAVTSANSVDLP.... The miRNA is rno-miR-181a-5p with sequence AACAUUCAACGCUGUCGGUGAGU.